The task is: Predict the reactants needed to synthesize the given product.. This data is from Full USPTO retrosynthesis dataset with 1.9M reactions from patents (1976-2016). (1) Given the product [CH3:18][N:16]1[CH:17]=[C:13]([NH:12][C:4]2[N:3]=[C:2]([C:20]#[C:19][C:21]3[CH:26]=[CH:25][CH:24]=[CH:23][C:22]=3[C:27]3([C:30]([NH2:32])=[O:31])[CH2:29][CH2:28]3)[C:7]([C:8]([F:11])([F:10])[F:9])=[CH:6][N:5]=2)[CH:14]=[N:15]1, predict the reactants needed to synthesize it. The reactants are: Cl[C:2]1[C:7]([C:8]([F:11])([F:10])[F:9])=[CH:6][N:5]=[C:4]([NH:12][C:13]2[CH:14]=[N:15][N:16]([CH3:18])[CH:17]=2)[N:3]=1.[C:19]([C:21]1[CH:26]=[CH:25][CH:24]=[CH:23][C:22]=1[C:27]1([C:30]([NH2:32])=[O:31])[CH2:29][CH2:28]1)#[CH:20].F[B-](F)(F)F.CCN(C(C)C)C(C)C. (2) Given the product [CH3:1][O:2][C:3]([C:5]1[CH:6]=[C:7]([CH3:21])[C:8]2[O:14][C:13]3[C:15]([Cl:19])=[CH:16][C:17]([N+:22]([O-:24])=[O:23])=[CH:18][C:12]=3[CH2:11][S:10](=[O:27])[C:9]=2[CH:20]=1)=[O:4], predict the reactants needed to synthesize it. The reactants are: [CH3:1][O:2][C:3]([C:5]1[CH:6]=[C:7]([CH3:21])[C:8]2[O:14][C:13]3[C:15]([Cl:19])=[CH:16][CH:17]=[CH:18][C:12]=3[CH2:11][S:10][C:9]=2[CH:20]=1)=[O:4].[N+:22]([O-])([OH:24])=[O:23].S(=O)(=O)(O)[OH:27]. (3) Given the product [Br:1][C:2]1[CH:3]=[N:4][C:5]2[C:10]([CH:11]=1)=[CH:9][C:8]([S:81][C:78]1[N:76]3[N:77]=[C:72]([CH3:71])[CH:73]=[CH:74][C:75]3=[N:80][N:79]=1)=[CH:7][CH:6]=2, predict the reactants needed to synthesize it. The reactants are: [Br:1][C:2]1[CH:3]=[N:4][C:5]2[C:10]([CH:11]=1)=[CH:9][C:8](OS(C(F)(F)F)(=O)=O)=[CH:7][CH:6]=2.C(N(C(C)C)CC)(C)C.CC1(C)C2C(=C(P(C3C=CC=CC=3)C3C=CC=CC=3)C=CC=2)OC2C(P(C3C=CC=CC=3)C3C=CC=CC=3)=CC=CC1=2.[CH3:71][C:72]1[CH:73]=[CH:74][C:75]2[N:76]([C:78]([SH:81])=[N:79][N:80]=2)[N:77]=1.C. (4) Given the product [C:48]1([C:54]2[C:16]3[C:21](=[CH:20][CH:19]=[CH:18][CH:17]=3)[C:8]([C:9]3[CH:14]=[CH:13][C:12]([C:34]4[C:35]5[O:39][C:38]6[CH:40]=[CH:41][CH:42]=[CH:43][C:37]=6[C:36]=5[C:44]5[CH:28]=[CH:29][CH:30]=[CH:31][C:32]=5[CH:33]=4)=[CH:11][CH:10]=3)=[C:5]3[C:6]=2[CH:7]=[CH:2][CH:3]=[CH:4]3)[CH:53]=[CH:52][CH:51]=[CH:50][CH:49]=1, predict the reactants needed to synthesize it. The reactants are: Br[C:2]1[CH:7]=[CH:6][C:5]([C:8]2[C:9]3[C:14](C(C4C=CC=CC=4)=[C:16]4[C:21]=2[CH:20]=[CH:19][CH:18]=[CH:17]4)=[CH:13][CH:12]=[CH:11][CH:10]=3)=[CH:4][CH:3]=1.[CH:28]1[C:44]2[C:36]3[C:37]4[CH:43]=[CH:42][CH:41]=[CH:40][C:38]=4[O:39][C:35]=3[C:34](B(O)O)=[CH:33][C:32]=2[CH:31]=[CH:30][CH:29]=1.[C:48]1([CH3:54])[CH:53]=[CH:52][CH:51]=[CH:50][CH:49]=1.C(=O)([O-])[O-].[Na+].[Na+]. (5) Given the product [CH2:2]([C:4]1[C:12]([NH:13][CH2:14][CH:15]2[CH2:20][CH2:19][O:18][CH2:17][CH2:16]2)=[C:7]2[CH:8]=[CH:9][CH:10]=[CH:11][N:6]2[N:5]=1)[CH3:3], predict the reactants needed to synthesize it. The reactants are: Cl.[CH2:2]([C:4]1[C:12]([NH:13][CH2:14][CH:15]2[CH2:20][CH2:19][O:18][CH2:17][CH2:16]2)=[C:7]2[CH:8]=[CH:9][CH:10]=[CH:11][N:6]2[N:5]=1)[CH3:3].C(=O)([O-])[O-].[K+].[K+]. (6) Given the product [CH3:27][O:26][C:3]1[C:4]([N:8]2[CH2:9][CH2:10][CH:11]([CH2:14][N:15]3[CH2:24][C:23]4[C:18](=[CH:19][CH:20]=[CH:21][CH:22]=4)[NH:17][C:16]3=[O:25])[CH2:12][CH2:13]2)=[N:5][CH:6]=[N:7][CH:2]=1, predict the reactants needed to synthesize it. The reactants are: Cl[C:2]1[N:7]=[CH:6][N:5]=[C:4]([N:8]2[CH2:13][CH2:12][CH:11]([CH2:14][N:15]3[CH2:24][C:23]4[C:18](=[CH:19][CH:20]=[CH:21][CH:22]=4)[NH:17][C:16]3=[O:25])[CH2:10][CH2:9]2)[C:3]=1[O:26][CH3:27].C(N(CC)CC)C. (7) Given the product [CH2:34]([C@@H:14]([CH2:13][CH2:12][C@H:8]([CH2:1][C:2]1[CH:3]=[CH:4][CH:5]=[CH:6][CH:7]=1)[C:9]([NH:42][C@H:43]1[CH2:49][CH2:48][CH2:47][CH2:46][N:45]([C:50]2[CH:55]=[CH:54][CH:53]=[C:52]([Cl:56])[CH:51]=2)[C:44]1=[O:57])=[O:10])[C:15]([NH:17][C@H:18]1[CH2:24][CH2:23][S:22][C@H:21]2[CH2:25][CH2:26][CH2:27][C@@H:28]([C:29]([O:31][CH3:32])=[O:30])[N:20]2[C:19]1=[O:33])=[O:16])[C:35]1[CH:40]=[CH:39][CH:38]=[CH:37][CH:36]=1, predict the reactants needed to synthesize it. The reactants are: [CH2:1]([C@@H:8]([CH2:12][CH2:13][C@H:14]([CH2:34][C:35]1[CH:40]=[CH:39][CH:38]=[CH:37][CH:36]=1)[C:15]([NH:17][C@H:18]1[CH2:24][CH2:23][S:22][C@H:21]2[CH2:25][CH2:26][CH2:27][C@@H:28]([C:29]([O:31][CH3:32])=[O:30])[N:20]2[C:19]1=[O:33])=[O:16])[C:9](O)=[O:10])[C:2]1[CH:7]=[CH:6][CH:5]=[CH:4][CH:3]=1.Cl.[NH2:42][C@H:43]1[CH2:49][CH2:48][CH2:47][CH2:46][N:45]([C:50]2[CH:55]=[CH:54][CH:53]=[C:52]([Cl:56])[CH:51]=2)[C:44]1=[O:57]. (8) Given the product [CH3:18][C:4]1[N:3]=[CH:2][C:7]([NH2:8])=[C:6]([NH:11][C:12]2[CH:17]=[CH:16][CH:15]=[CH:14][N:13]=2)[CH:5]=1, predict the reactants needed to synthesize it. The reactants are: Cl[C:2]1[C:7]([N+:8]([O-])=O)=[C:6]([NH:11][C:12]2[CH:17]=[CH:16][CH:15]=[CH:14][N:13]=2)[CH:5]=[C:4]([CH3:18])[N:3]=1.C(O)(=O)C.Cl. (9) Given the product [CH3:20][C:19]1[O:21][CH:2]=[N:1][C:3]=1[C:4]([O:6][CH3:7])=[O:5], predict the reactants needed to synthesize it. The reactants are: [N+:1]([CH2:3][C:4]([O:6][CH3:7])=[O:5])#[C-:2].C1CCN2C(=NCCC2)CC1.[C:19](OC(=O)C)(=[O:21])[CH3:20].